This data is from Reaction yield outcomes from USPTO patents with 853,638 reactions. The task is: Predict the reaction yield, written as a fraction of the theoretical maximum amount of product (1.0 means a 100% yield; for example, 0.34 means a 34% yield). (1) The reactants are [NH2:1][C:2]1[CH:7]=[CH:6][C:5]([C:8]2[CH:13]=[CH:12][CH:11]=[C:10]([O:14][CH3:15])[CH:9]=2)=[CH:4][C:3]=1[C:16]#[N:17].Br[C:19]1[CH:20]=[C:21]([CH:26]=[CH:27][CH:28]=1)[C:22]([O:24][CH3:25])=[O:23].CC1(C)C2C=CC=C(P(C3C=CC=CC=3)C3C=CC=CC=3)C=2OC2C1=CC=CC=2P(C1C=CC=CC=1)C1C=CC=CC=1.C(=O)([O-])[O-].[Cs+].[Cs+]. The catalyst is C([O-])(=O)C.[Pd+2].C([O-])(=O)C.C1(C)C=CC=CC=1. The product is [C:16]([C:3]1[CH:4]=[C:5]([C:8]2[CH:13]=[CH:12][CH:11]=[C:10]([O:14][CH3:15])[CH:9]=2)[CH:6]=[CH:7][C:2]=1[NH:1][C:19]1[CH:20]=[C:21]([CH:26]=[CH:27][CH:28]=1)[C:22]([O:24][CH3:25])=[O:23])#[N:17]. The yield is 0.650. (2) The reactants are [N+:1]([C:4]1[CH:9]=[C:8]([N:10]2[CH2:14][CH2:13][CH2:12][CH2:11]2)[CH:7]=[CH:6][C:5]=1[NH:15]C(=O)C)([O-:3])=[O:2].O.[OH-].[Na+]. The catalyst is CO. The product is [N+:1]([C:4]1[CH:9]=[C:8]([N:10]2[CH2:14][CH2:13][CH2:12][CH2:11]2)[CH:7]=[CH:6][C:5]=1[NH2:15])([O-:3])=[O:2]. The yield is 0.850. (3) The reactants are [C:1]([O:5][C:6]([NH:8][C@H:9]([CH2:16][OH:17])[CH2:10][CH2:11][C:12]([O:14][CH3:15])=[O:13])=[O:7])([CH3:4])([CH3:3])[CH3:2].CO[C:20]([CH3:22])=[CH2:21]. The catalyst is CC(C)=O.B(F)(F)F.CCOCC. The product is [CH3:15][O:14][C:12](=[O:13])[CH2:11][CH2:10][C@H:9]1[CH2:16][O:17][C:20]([CH3:22])([CH3:21])[N:8]1[C:6]([O:5][C:1]([CH3:2])([CH3:4])[CH3:3])=[O:7]. The yield is 0.900. (4) The reactants are [Br:1][C:2]1[C:7]([F:8])=[CH:6][C:5]([NH:9][C:10]#[C:11][Si](C)(C)C)=[CH:4][CH:3]=1. The catalyst is CN(C=O)C.O.[Cu](I)I. The product is [Br:1][C:2]1[CH:3]=[C:4]2[C:5](=[CH:6][C:7]=1[F:8])[NH:9][CH:10]=[CH:11]2. The yield is 0.540.